Dataset: NCI-60 drug combinations with 297,098 pairs across 59 cell lines. Task: Regression. Given two drug SMILES strings and cell line genomic features, predict the synergy score measuring deviation from expected non-interaction effect. (1) Drug 1: CC12CCC3C(C1CCC2=O)CC(=C)C4=CC(=O)C=CC34C. Drug 2: C1C(C(OC1N2C=NC3=C(N=C(N=C32)Cl)N)CO)O. Cell line: DU-145. Synergy scores: CSS=44.5, Synergy_ZIP=1.60, Synergy_Bliss=2.33, Synergy_Loewe=1.60, Synergy_HSA=1.01. (2) Drug 1: CC1=C(C=C(C=C1)NC2=NC=CC(=N2)N(C)C3=CC4=NN(C(=C4C=C3)C)C)S(=O)(=O)N.Cl. Drug 2: CN1C2=C(C=C(C=C2)N(CCCl)CCCl)N=C1CCCC(=O)O.Cl. Cell line: T-47D. Synergy scores: CSS=17.6, Synergy_ZIP=-4.11, Synergy_Bliss=5.56, Synergy_Loewe=0.644, Synergy_HSA=4.91. (3) Drug 1: CC=C1C(=O)NC(C(=O)OC2CC(=O)NC(C(=O)NC(CSSCCC=C2)C(=O)N1)C(C)C)C(C)C. Drug 2: COC1=C2C(=CC3=C1OC=C3)C=CC(=O)O2. Cell line: RPMI-8226. Synergy scores: CSS=73.6, Synergy_ZIP=3.54, Synergy_Bliss=0.216, Synergy_Loewe=-52.1, Synergy_HSA=1.75. (4) Drug 1: COC1=CC(=CC(=C1O)OC)C2C3C(COC3=O)C(C4=CC5=C(C=C24)OCO5)OC6C(C(C7C(O6)COC(O7)C8=CC=CS8)O)O. Drug 2: CC1=C(C(=O)C2=C(C1=O)N3CC4C(C3(C2COC(=O)N)OC)N4)N. Cell line: SNB-19. Synergy scores: CSS=61.0, Synergy_ZIP=1.91, Synergy_Bliss=0.684, Synergy_Loewe=5.04, Synergy_HSA=5.98. (5) Drug 1: CCN(CC)CCCC(C)NC1=C2C=C(C=CC2=NC3=C1C=CC(=C3)Cl)OC. Drug 2: CN(C(=O)NC(C=O)C(C(C(CO)O)O)O)N=O. Cell line: RXF 393. Synergy scores: CSS=5.18, Synergy_ZIP=-2.32, Synergy_Bliss=-0.378, Synergy_Loewe=-11.1, Synergy_HSA=-1.22. (6) Drug 1: CCC1(CC2CC(C3=C(CCN(C2)C1)C4=CC=CC=C4N3)(C5=C(C=C6C(=C5)C78CCN9C7C(C=CC9)(C(C(C8N6C=O)(C(=O)OC)O)OC(=O)C)CC)OC)C(=O)OC)O.OS(=O)(=O)O. Drug 2: CC1C(C(CC(O1)OC2CC(OC(C2O)C)OC3=CC4=CC5=C(C(=O)C(C(C5)C(C(=O)C(C(C)O)O)OC)OC6CC(C(C(O6)C)O)OC7CC(C(C(O7)C)O)OC8CC(C(C(O8)C)O)(C)O)C(=C4C(=C3C)O)O)O)O. Cell line: NCI-H226. Synergy scores: CSS=41.2, Synergy_ZIP=0.522, Synergy_Bliss=1.17, Synergy_Loewe=-3.14, Synergy_HSA=0.390. (7) Drug 1: CN(CCCl)CCCl.Cl. Drug 2: C1C(C(OC1N2C=NC3=C2NC=NCC3O)CO)O. Cell line: ACHN. Synergy scores: CSS=48.0, Synergy_ZIP=-3.14, Synergy_Bliss=-6.22, Synergy_Loewe=-8.39, Synergy_HSA=-5.77. (8) Drug 1: CC1=CC2C(CCC3(C2CCC3(C(=O)C)OC(=O)C)C)C4(C1=CC(=O)CC4)C. Drug 2: CCC1(CC2CC(C3=C(CCN(C2)C1)C4=CC=CC=C4N3)(C5=C(C=C6C(=C5)C78CCN9C7C(C=CC9)(C(C(C8N6C)(C(=O)OC)O)OC(=O)C)CC)OC)C(=O)OC)O.OS(=O)(=O)O. Cell line: SF-268. Synergy scores: CSS=41.4, Synergy_ZIP=3.71, Synergy_Bliss=3.90, Synergy_Loewe=-37.7, Synergy_HSA=0.239. (9) Drug 1: C1CN1C2=NC(=NC(=N2)N3CC3)N4CC4. Drug 2: CC12CCC3C(C1CCC2=O)CC(=C)C4=CC(=O)C=CC34C. Cell line: NCI-H460. Synergy scores: CSS=42.1, Synergy_ZIP=2.64, Synergy_Bliss=-0.0633, Synergy_Loewe=-3.45, Synergy_HSA=-0.668.